Task: Predict the product of the given reaction.. Dataset: Forward reaction prediction with 1.9M reactions from USPTO patents (1976-2016) (1) Given the reactants [H-].[Na+].Br[CH2:4][C:5]1[CH:10]=[CH:9][C:8](/[CH:11]=[CH:12]/[C:13]([O:15][CH2:16][CH3:17])=[O:14])=[C:7]([F:18])[CH:6]=1.[N:19]1[C:28]2[C:23](=[CH:24][CH:25]=[CH:26][C:27]=2[OH:29])[CH:22]=[CH:21][CH:20]=1.CN(C=O)C, predict the reaction product. The product is: [F:18][C:7]1[CH:6]=[C:5]([CH2:4][O:29][C:27]2[CH:26]=[CH:25][CH:24]=[C:23]3[C:28]=2[N:19]=[CH:20][CH:21]=[CH:22]3)[CH:10]=[CH:9][C:8]=1/[CH:11]=[CH:12]/[C:13]([O:15][CH2:16][CH3:17])=[O:14]. (2) The product is: [C:24]([O-:36])(=[O:35])[CH2:25][C:26]([CH2:31][C:32]([O-:34])=[O:33])([C:28]([O-:30])=[O:29])[OH:27].[Gd+3:1]. Given the reactants [Gd:1].C(N(CC(O)=O)CC(O)=O)CN(CC(O)=O)CC(O)=O.[Na+].[Cl-].[C:24]([O-:36])(=[O:35])[CH2:25][C:26]([CH2:31][C:32]([O-:34])=[O:33])([C:28]([O-:30])=[O:29])[OH:27].[Na+].[Na+].[Na+], predict the reaction product. (3) The product is: [S:13]1[CH:17]=[CH:16][CH:15]=[C:14]1[CH2:18][NH:1][C:2]12[CH2:11][CH:6]3[CH2:7][CH:8]([CH2:10][CH:4]([C:5]3=[O:12])[CH2:3]1)[CH2:9]2. Given the reactants [NH2:1][C:2]12[CH2:11][CH:6]3[CH2:7][CH:8]([CH2:10][CH:4]([C:5]3=[O:12])[CH2:3]1)[CH2:9]2.[S:13]1[CH:17]=[CH:16][CH:15]=[C:14]1[CH:18]=O.C([BH3-])#N.[Na+], predict the reaction product. (4) Given the reactants [Br:1][C:2]1[C:7]([CH3:8])=[CH:6][CH:5]=[CH:4][N+:3]=1[O-].[CH2:10]([N:12](CC)CC)C.[Si](C#N)(C)(C)C, predict the reaction product. The product is: [Br:1][C:2]1[N:3]=[C:4]([C:10]#[N:12])[CH:5]=[CH:6][C:7]=1[CH3:8]. (5) The product is: [CH2:19]([C:22]1([S:25]([NH:1][C:2]2[C:3]([NH:10][C:11]3[CH:16]=[CH:15][C:14]([I:17])=[CH:13][C:12]=3[F:18])=[CH:4][C:5](=[O:9])[N:6]([CH3:8])[CH:7]=2)(=[O:27])=[O:26])[CH2:24][CH2:23]1)[CH:20]=[CH2:21]. Given the reactants [NH2:1][C:2]1[C:3]([NH:10][C:11]2[CH:16]=[CH:15][C:14]([I:17])=[CH:13][C:12]=2[F:18])=[CH:4][C:5](=[O:9])[N:6]([CH3:8])[CH:7]=1.[CH2:19]([C:22]1([S:25](Cl)(=[O:27])=[O:26])[CH2:24][CH2:23]1)[CH:20]=[CH2:21].Cl, predict the reaction product. (6) The product is: [OH:29][CH:28]([C:7]1[C:8]([C:22]2[CH:27]=[CH:26][CH:25]=[CH:24][CH:23]=2)=[N:9][N:10]2[C:15]([Si:16]([CH3:19])([CH3:18])[CH3:17])=[CH:14][C:13]([O:20][CH3:21])=[CH:12][C:11]=12)[C:30]1[N:35]=[C:34]([C:36]([O:38][CH3:39])=[O:37])[CH:33]=[CH:32][CH:31]=1. Given the reactants C([Li])CCC.Br[C:7]1[C:8]([C:22]2[CH:27]=[CH:26][CH:25]=[CH:24][CH:23]=2)=[N:9][N:10]2[C:15]([Si:16]([CH3:19])([CH3:18])[CH3:17])=[CH:14][C:13]([O:20][CH3:21])=[CH:12][C:11]=12.[CH:28]([C:30]1[N:35]=[C:34]([C:36]([O:38][CH3:39])=[O:37])[CH:33]=[CH:32][CH:31]=1)=[O:29].[Cl-].[NH4+], predict the reaction product. (7) Given the reactants [CH3:1][S:2](Cl)(=[O:4])=[O:3].[OH:6][C@H:7]1[CH2:12][CH2:11][N:10]([C:13]([O:15][C:16]([CH3:19])([CH3:18])[CH3:17])=[O:14])[C@@H:9]([C:20]([O:22][CH3:23])=[O:21])[CH2:8]1, predict the reaction product. The product is: [CH3:1][S:2]([O:6][C@H:7]1[CH2:12][CH2:11][N:10]([C:13]([O:15][C:16]([CH3:17])([CH3:18])[CH3:19])=[O:14])[C@@H:9]([C:20]([O:22][CH3:23])=[O:21])[CH2:8]1)(=[O:4])=[O:3]. (8) Given the reactants O[Li].O.O.[C:5]([O:9][C:10]([N:12]([CH3:47])[C@@H:13]([CH3:46])[C:14]([NH:16][C@H:17]1[CH2:23][O:22][C:21]2[C:24]([C:28]([O:30]C)=[O:29])=[CH:25][CH:26]=[CH:27][C:20]=2[N:19]([CH2:32][C:33]2[C:42]3[C:37](=[CH:38][CH:39]=[CH:40][CH:41]=3)[CH:36]=[CH:35][C:34]=2[O:43][CH3:44])[C:18]1=[O:45])=[O:15])=[O:11])([CH3:8])([CH3:7])[CH3:6], predict the reaction product. The product is: [C:5]([O:9][C:10]([N:12]([CH3:47])[C@@H:13]([CH3:46])[C:14]([NH:16][C@H:17]1[CH2:23][O:22][C:21]2[C:24]([C:28]([OH:30])=[O:29])=[CH:25][CH:26]=[CH:27][C:20]=2[N:19]([CH2:32][C:33]2[C:42]3[C:37](=[CH:38][CH:39]=[CH:40][CH:41]=3)[CH:36]=[CH:35][C:34]=2[O:43][CH3:44])[C:18]1=[O:45])=[O:15])=[O:11])([CH3:8])([CH3:7])[CH3:6].